This data is from Full USPTO retrosynthesis dataset with 1.9M reactions from patents (1976-2016). The task is: Predict the reactants needed to synthesize the given product. (1) Given the product [CH:26]1([C:15]2[C:16]([C:17]3[O:21][N:20]=[C:19]([C:22]([F:23])([F:24])[F:25])[N:18]=3)=[C:12]([NH:11][C:10]([C:6]3[CH2:7][CH2:8][CH2:9][C:5]=3[C:3]([OH:4])=[O:2])=[O:30])[S:13][C:14]=2[CH3:29])[CH2:27][CH2:28]1, predict the reactants needed to synthesize it. The reactants are: C[O:2][C:3]([C:5]1[CH2:9][CH2:8][CH2:7][C:6]=1[C:10](=[O:30])[NH:11][C:12]1[S:13][C:14]([CH3:29])=[C:15]([CH:26]2[CH2:28][CH2:27]2)[C:16]=1[C:17]1[O:21][N:20]=[C:19]([C:22]([F:25])([F:24])[F:23])[N:18]=1)=[O:4].O.Cl.CCOC(C)=O. (2) Given the product [NH2:2][C:1]1[N:17]([CH:14]([CH3:16])[CH3:15])[N:18]=[CH:9][C:3]=1[C:4]([O:6][CH2:7][CH3:8])=[O:5], predict the reactants needed to synthesize it. The reactants are: [C:1](/[C:3](=[CH:9]/OCC)/[C:4]([O:6][CH2:7][CH3:8])=[O:5])#[N:2].Cl.[CH:14]([NH:17][NH2:18])([CH3:16])[CH3:15].C([O-])([O-])=O.[Na+].[Na+]. (3) Given the product [CH2:14]([C:16]1[CH:24]=[CH:23][C:22]2[N:21]([CH2:10][CH2:9][C:8]3[CH:7]=[N:6][C:5]([CH3:11])=[CH:4][C:3]=3[C:2]([F:1])([F:12])[F:13])[C:20]3[CH2:25][CH2:26][N:27]([CH3:29])[CH2:28][C:19]=3[C:18]=2[CH:17]=1)[CH3:15], predict the reactants needed to synthesize it. The reactants are: [F:1][C:2]([F:13])([F:12])[C:3]1[C:8]([CH:9]=[CH2:10])=[CH:7][N:6]=[C:5]([CH3:11])[CH:4]=1.[CH2:14]([C:16]1[CH:24]=[CH:23][C:22]2[NH:21][C:20]3[CH2:25][CH2:26][N:27]([CH3:29])[CH2:28][C:19]=3[C:18]=2[CH:17]=1)[CH3:15].[OH-].[K+]. (4) Given the product [CH:15]1[CH:20]=[CH:19][C:18]2[N:42]([OH:48])[N:38]=[N:22][C:17]=2[CH:16]=1, predict the reactants needed to synthesize it. The reactants are: O.CCN=C=NCCCN(C)C.Cl.F[C:15]1[CH:20]=[CH:19][C:18](O)=[C:17]([NH2:22])[CH:16]=1.CC1N(C(=O)C2C=C(C)C=CC=2[N:38]2[N:42]=CC=N2)CC(C(O)=O)CC1.C([O-])(O)=[O:48].[Na+]. (5) Given the product [CH3:1][N:2]([CH3:19])[CH2:3][CH2:4][N:5]1[C:14]2[C:9](=[CH:10][C:11]([N+:15]([O-:17])=[O:16])=[CH:12][CH:13]=2)[CH2:8][CH2:7][CH2:6]1, predict the reactants needed to synthesize it. The reactants are: [CH3:1][N:2]([CH3:19])[CH2:3][CH2:4][N:5]1[C:14]2[C:9](=[CH:10][C:11]([N+:15]([O-:17])=[O:16])=[CH:12][CH:13]=2)[CH2:8][CH2:7][C:6]1=O.B. (6) Given the product [CH2:36]([O:35][C:33]([C:2]1[CH:15]=[C:14]2[C:5]([O:6][CH2:7][CH2:8][N:9]3[C:13]2=[N:12][C:11]([C:16]2[N:20]([CH:21]([CH3:23])[CH3:22])[N:19]=[C:18]([CH3:24])[N:17]=2)=[CH:10]3)=[CH:4][C:3]=1[F:25])=[CH2:34])[CH3:37], predict the reactants needed to synthesize it. The reactants are: Br[C:2]1[CH:15]=[C:14]2[C:5]([O:6][CH2:7][CH2:8][N:9]3[C:13]2=[N:12][C:11]([C:16]2[N:20]([CH:21]([CH3:23])[CH3:22])[N:19]=[C:18]([CH3:24])[N:17]=2)=[CH:10]3)=[CH:4][C:3]=1[F:25].[Li+].[Cl-].C([Sn](CCCC)(CCCC)[C:33]([O:35][CH2:36][CH3:37])=[CH2:34])CCC.[F-].[K+]. (7) Given the product [CH2:12]([NH:11][C:9]([NH:8][C:5]1[N:6]=[CH:7][C:2]([C:33]2[CH:34]=[N:35][CH:36]=[C:37]([C:38]([O:40][CH2:41][CH3:42])=[O:39])[CH:43]=2)=[C:3]([C:14]2[S:15][CH:16]=[C:17]([C:19]3[CH:24]=[CH:23][CH:22]=[CH:21][N:20]=3)[N:18]=2)[CH:4]=1)=[O:10])[CH3:13], predict the reactants needed to synthesize it. The reactants are: Br[C:2]1[C:3]([C:14]2[S:15][CH:16]=[C:17]([C:19]3[CH:24]=[CH:23][CH:22]=[CH:21][N:20]=3)[N:18]=2)=[CH:4][C:5]([NH:8][C:9]([NH:11][CH2:12][CH3:13])=[O:10])=[N:6][CH:7]=1.CC1(C)C(C)(C)OB([C:33]2[CH:34]=[N:35][CH:36]=[C:37]([CH:43]=2)[C:38]([O:40][CH2:41][CH3:42])=[O:39])O1.C(=O)([O-])[O-].[Cs+].[Cs+]. (8) Given the product [F:10][C:2]1[CH:7]=[CH:6][N:5]=[C:4]([S:8][CH3:9])[N:3]=1, predict the reactants needed to synthesize it. The reactants are: Cl[C:2]1[CH:7]=[CH:6][N:5]=[C:4]([S:8][CH3:9])[N:3]=1.[F-:10].[K+]. (9) Given the product [C:19]([C:4]1[N:3]=[C:2]([C:22]#[N:23])[C:11]2[C:6]([C:5]=1[C:12]1[CH:17]=[CH:16][CH:15]=[C:14]([F:18])[CH:13]=1)=[CH:7][CH:8]=[CH:9][CH:10]=2)(=[O:21])[CH3:20], predict the reactants needed to synthesize it. The reactants are: Cl[C:2]1[C:11]2[C:6](=[CH:7][CH:8]=[CH:9][CH:10]=2)[C:5]([C:12]2[CH:17]=[CH:16][CH:15]=[C:14]([F:18])[CH:13]=2)=[C:4]([C:19](=[O:21])[CH3:20])[N:3]=1.[CH3:22][N:23](C)C=O.